This data is from Merck oncology drug combination screen with 23,052 pairs across 39 cell lines. The task is: Regression. Given two drug SMILES strings and cell line genomic features, predict the synergy score measuring deviation from expected non-interaction effect. (1) Drug 1: NC(=O)c1cccc2cn(-c3ccc(C4CCCNC4)cc3)nc12. Drug 2: Cn1cc(-c2cnn3c(N)c(Br)c(C4CCCNC4)nc23)cn1. Cell line: SW837. Synergy scores: synergy=-11.5. (2) Drug 1: Nc1ccn(C2OC(CO)C(O)C2(F)F)c(=O)n1. Drug 2: Cn1nnc2c(C(N)=O)ncn2c1=O. Cell line: RPMI7951. Synergy scores: synergy=-11.1. (3) Drug 1: O=C(CCCCCCC(=O)Nc1ccccc1)NO. Drug 2: CCC1(O)C(=O)OCc2c1cc1n(c2=O)Cc2cc3c(CN(C)C)c(O)ccc3nc2-1. Cell line: RPMI7951. Synergy scores: synergy=3.34. (4) Drug 1: CN1C(=O)C=CC2(C)C3CCC4(C)C(NC(=O)OCC(F)(F)F)CCC4C3CCC12. Drug 2: C#Cc1cccc(Nc2ncnc3cc(OCCOC)c(OCCOC)cc23)c1. Cell line: ZR751. Synergy scores: synergy=29.4. (5) Drug 1: CC(C)CC(NC(=O)C(Cc1ccccc1)NC(=O)c1cnccn1)B(O)O. Drug 2: CC1(c2nc3c(C(N)=O)cccc3[nH]2)CCCN1. Cell line: RKO. Synergy scores: synergy=9.85. (6) Drug 1: NC(=O)c1cccc2cn(-c3ccc(C4CCCNC4)cc3)nc12. Drug 2: CNC(=O)c1cc(Oc2ccc(NC(=O)Nc3ccc(Cl)c(C(F)(F)F)c3)cc2)ccn1. Cell line: MSTO. Synergy scores: synergy=-8.59.